This data is from NCI-60 drug combinations with 297,098 pairs across 59 cell lines. The task is: Regression. Given two drug SMILES strings and cell line genomic features, predict the synergy score measuring deviation from expected non-interaction effect. (1) Drug 1: C1CN1C2=NC(=NC(=N2)N3CC3)N4CC4. Drug 2: C1CCC(C(C1)N)N.C(=O)(C(=O)[O-])[O-].[Pt+4]. Cell line: OVCAR-4. Synergy scores: CSS=17.9, Synergy_ZIP=-5.16, Synergy_Bliss=-0.0748, Synergy_Loewe=1.47, Synergy_HSA=2.34. (2) Drug 1: C1=CC(=CC=C1CCC2=CNC3=C2C(=O)NC(=N3)N)C(=O)NC(CCC(=O)O)C(=O)O. Drug 2: C1CCC(CC1)NC(=O)N(CCCl)N=O. Cell line: NCI-H522. Synergy scores: CSS=13.8, Synergy_ZIP=-13.1, Synergy_Bliss=-18.0, Synergy_Loewe=-30.6, Synergy_HSA=-15.9. (3) Drug 1: CC1CCC2CC(C(=CC=CC=CC(CC(C(=O)C(C(C(=CC(C(=O)CC(OC(=O)C3CCCCN3C(=O)C(=O)C1(O2)O)C(C)CC4CCC(C(C4)OC)O)C)C)O)OC)C)C)C)OC. Drug 2: C1=CC=C(C=C1)NC(=O)CCCCCCC(=O)NO. Cell line: A498. Synergy scores: CSS=8.24, Synergy_ZIP=-4.46, Synergy_Bliss=-4.39, Synergy_Loewe=-2.93, Synergy_HSA=-2.58. (4) Drug 1: CC1CCC2CC(C(=CC=CC=CC(CC(C(=O)C(C(C(=CC(C(=O)CC(OC(=O)C3CCCCN3C(=O)C(=O)C1(O2)O)C(C)CC4CCC(C(C4)OC)O)C)C)O)OC)C)C)C)OC. Drug 2: N.N.Cl[Pt+2]Cl. Cell line: OVCAR-4. Synergy scores: CSS=34.6, Synergy_ZIP=-3.44, Synergy_Bliss=-0.0151, Synergy_Loewe=-8.54, Synergy_HSA=0.0731. (5) Drug 2: CCCCCOC(=O)NC1=NC(=O)N(C=C1F)C2C(C(C(O2)C)O)O. Drug 1: CCC1=CC2CC(C3=C(CN(C2)C1)C4=CC=CC=C4N3)(C5=C(C=C6C(=C5)C78CCN9C7C(C=CC9)(C(C(C8N6C)(C(=O)OC)O)OC(=O)C)CC)OC)C(=O)OC.C(C(C(=O)O)O)(C(=O)O)O. Synergy scores: CSS=80.4, Synergy_ZIP=12.8, Synergy_Bliss=14.4, Synergy_Loewe=-22.8, Synergy_HSA=15.1. Cell line: MOLT-4. (6) Drug 1: CC1C(C(=O)NC(C(=O)N2CCCC2C(=O)N(CC(=O)N(C(C(=O)O1)C(C)C)C)C)C(C)C)NC(=O)C3=C4C(=C(C=C3)C)OC5=C(C(=O)C(=C(C5=N4)C(=O)NC6C(OC(=O)C(N(C(=O)CN(C(=O)C7CCCN7C(=O)C(NC6=O)C(C)C)C)C)C(C)C)C)N)C. Drug 2: COC1=NC(=NC2=C1N=CN2C3C(C(C(O3)CO)O)O)N. Cell line: OVCAR-8. Synergy scores: CSS=-3.39, Synergy_ZIP=3.42, Synergy_Bliss=4.53, Synergy_Loewe=-2.08, Synergy_HSA=-1.67. (7) Drug 1: CC12CCC(CC1=CCC3C2CCC4(C3CC=C4C5=CN=CC=C5)C)O. Drug 2: COC1=C(C=C2C(=C1)N=CN=C2NC3=CC(=C(C=C3)F)Cl)OCCCN4CCOCC4. Cell line: U251. Synergy scores: CSS=24.2, Synergy_ZIP=-6.27, Synergy_Bliss=0.916, Synergy_Loewe=3.43, Synergy_HSA=3.67. (8) Drug 1: C1CCN(CC1)CCOC2=CC=C(C=C2)C(=O)C3=C(SC4=C3C=CC(=C4)O)C5=CC=C(C=C5)O. Drug 2: C1CCC(C(C1)N)N.C(=O)(C(=O)[O-])[O-].[Pt+4]. Cell line: UO-31. Synergy scores: CSS=6.00, Synergy_ZIP=-6.04, Synergy_Bliss=-5.01, Synergy_Loewe=-2.26, Synergy_HSA=-2.03. (9) Drug 1: CC12CCC3C(C1CCC2=O)CC(=C)C4=CC(=O)C=CC34C. Drug 2: C1CN(P(=O)(OC1)NCCCl)CCCl. Cell line: SK-MEL-2. Synergy scores: CSS=44.4, Synergy_ZIP=2.44, Synergy_Bliss=1.45, Synergy_Loewe=0.594, Synergy_HSA=0.422. (10) Synergy scores: CSS=39.9, Synergy_ZIP=2.86, Synergy_Bliss=2.02, Synergy_Loewe=-23.1, Synergy_HSA=0.383. Drug 2: CC1C(C(CC(O1)OC2CC(CC3=C2C(=C4C(=C3O)C(=O)C5=CC=CC=C5C4=O)O)(C(=O)C)O)N)O. Cell line: SR. Drug 1: CC(C)CN1C=NC2=C1C3=CC=CC=C3N=C2N.